This data is from Retrosynthesis with 50K atom-mapped reactions and 10 reaction types from USPTO. The task is: Predict the reactants needed to synthesize the given product. (1) The reactants are: Nc1ccc(-n2ncc3cc(OCc4ccccc4)ccc32)cc1.O=C(O)c1ccc(N2CCC(O)CC2)cc1. Given the product O=C(Nc1ccc(-n2ncc3cc(OCc4ccccc4)ccc32)cc1)c1ccc(N2CCC(O)CC2)cc1, predict the reactants needed to synthesize it. (2) The reactants are: COC(=O)c1ccc(C(C)Oc2ccc(C)cc2)cc1. Given the product Cc1ccc(OC(C)c2ccc(C(=O)O)cc2)cc1, predict the reactants needed to synthesize it. (3) Given the product O=CNCc1csc2cncn12, predict the reactants needed to synthesize it. The reactants are: NCc1csc2cncn12.O=CO. (4) Given the product N#Cc1c(N2CCCC2)nsc1N, predict the reactants needed to synthesize it. The reactants are: N#CC(C(N)=S)=C(N)N1CCCC1. (5) Given the product COc1ccccc1-c1ccc2c(c1)NC(=O)C2=Cc1[nH]c2c(c1CCC(=O)O)CCCC2, predict the reactants needed to synthesize it. The reactants are: COc1ccccc1-c1ccc2c(c1)NC(=O)C2.O=Cc1[nH]c2c(c1CCC(=O)O)CCCC2.